From a dataset of Reaction yield outcomes from USPTO patents with 853,638 reactions. Predict the reaction yield, written as a fraction of the theoretical maximum amount of product (1.0 means a 100% yield; for example, 0.34 means a 34% yield). (1) The reactants are [NH2:1][C@@H:2]([C:4](O)=[O:5])[CH3:3].[H-].[H-].[H-].[H-].[Li+].[Al+3].C1COCC1.[CH3:30][C:29]([O:28][C:26](O[C:26]([O:28][C:29]([CH3:32])([CH3:31])[CH3:30])=[O:27])=[O:27])([CH3:32])[CH3:31]. The catalyst is C(Cl)Cl. The product is [C:26]([C@@H:4]([OH:5])[CH:2]([NH2:1])[CH3:3])([O:28][C:29]([CH3:30])([CH3:31])[CH3:32])=[O:27]. The yield is 0.630. (2) The reactants are [CH3:1][C:2]1[CH:6]=[CH:5][S:4][C:3]=1[C:7]([C:9]1[CH:14]=[CH:13][C:12]([CH2:15][CH2:16][CH3:17])=[CH:11][CH:10]=1)=[O:8].[Br-:18].[Br-].[Br-].[NH+]1C=CC=CC=1.[NH+]1C=CC=CC=1.[NH+]1C=CC=CC=1.O. The catalyst is C(O)(=O)C. The product is [Br:18][C:5]1[S:4][C:3]([C:7]([C:9]2[CH:14]=[CH:13][C:12]([CH2:15][CH2:16][CH3:17])=[CH:11][CH:10]=2)=[O:8])=[C:2]([CH3:1])[CH:6]=1. The yield is 0.640.